This data is from Full USPTO retrosynthesis dataset with 1.9M reactions from patents (1976-2016). The task is: Predict the reactants needed to synthesize the given product. (1) Given the product [CH2:1]1[N:13]([C:14]2[CH:15]=[CH:16][C:17]([C:18](=[O:29])[NH:19][C@H:20]([C:26]([OH:28])=[O:27])[CH2:21][CH2:22][C:23]([OH:25])=[O:24])=[CH:30][CH:31]=2)[CH2:12][C@@H:11]2[N:2]1[C:3]1[C:4](=[O:33])[NH:5][C:6]([NH2:32])=[N:7][C:8]=1[NH:9][CH2:10]2, predict the reactants needed to synthesize it. The reactants are: [CH2:1]1[N:13]([C:14]2[CH:31]=[CH:30][C:17]([C:18](=[O:29])[NH:19][C@H:20]([C:26]([OH:28])=[O:27])[CH2:21][CH2:22][C:23]([OH:25])=[O:24])=[CH:16][CH:15]=2)[CH2:12][CH:11]2[N:2]1[C:3]1[C:4](=[O:33])[NH:5][C:6]([NH2:32])=[N:7][C:8]=1[NH:9][CH2:10]2.C(O)(=O)CC[C@H](NC(C1C=CC(NCC2NC3C(=O)NC(N)=NC=3NC2)=CC=1)=O)C(O)=O. (2) Given the product [O:1]1[CH:5]=[CH:4][CH:3]=[C:2]1[CH2:6][N:7]([CH2:9][C:10]1[CH:11]=[C:12]([CH:17]=[C:18]([CH3:20])[CH:19]=1)[C:13]([OH:15])=[O:14])[CH3:8], predict the reactants needed to synthesize it. The reactants are: [O:1]1[CH:5]=[CH:4][CH:3]=[C:2]1[CH2:6][N:7]([CH2:9][C:10]1[CH:11]=[C:12]([CH:17]=[C:18]([CH3:20])[CH:19]=1)[C:13]([O:15]C)=[O:14])[CH3:8].O.[OH-].[Li+].